Task: Regression. Given two drug SMILES strings and cell line genomic features, predict the synergy score measuring deviation from expected non-interaction effect.. Dataset: Merck oncology drug combination screen with 23,052 pairs across 39 cell lines (1) Drug 1: CC1CC2C3CCC4=CC(=O)C=CC4(C)C3(F)C(O)CC2(C)C1(O)C(=O)CO. Drug 2: NC(=O)c1cccc2cn(-c3ccc(C4CCCNC4)cc3)nc12. Cell line: SKMES1. Synergy scores: synergy=4.28. (2) Drug 1: NC1(c2ccc(-c3nc4ccn5c(=O)[nH]nc5c4cc3-c3ccccc3)cc2)CCC1. Drug 2: COC1CC2CCC(C)C(O)(O2)C(=O)C(=O)N2CCCCC2C(=O)OC(C(C)CC2CCC(OP(C)(C)=O)C(OC)C2)CC(=O)C(C)C=C(C)C(O)C(OC)C(=O)C(C)CC(C)C=CC=CC=C1C. Cell line: SW620. Synergy scores: synergy=16.7. (3) Drug 1: CC1CC2C3CCC4=CC(=O)C=CC4(C)C3(F)C(O)CC2(C)C1(O)C(=O)CO. Drug 2: NC(=O)c1cccc2cn(-c3ccc(C4CCCNC4)cc3)nc12. Cell line: OCUBM. Synergy scores: synergy=33.0. (4) Drug 2: COC1=C2CC(C)CC(OC)C(O)C(C)C=C(C)C(OC(N)=O)C(OC)C=CC=C(C)C(=O)NC(=CC1=O)C2=O. Drug 1: CCC1=CC2CN(C1)Cc1c([nH]c3ccccc13)C(C(=O)OC)(c1cc3c(cc1OC)N(C)C1C(O)(C(=O)OC)C(OC(C)=O)C4(CC)C=CCN5CCC31C54)C2. Cell line: NCIH2122. Synergy scores: synergy=-37.2. (5) Drug 1: O=S1(=O)NC2(CN1CC(F)(F)F)C1CCC2Cc2cc(C=CCN3CCC(C(F)(F)F)CC3)ccc2C1. Drug 2: COC1CC2CCC(C)C(O)(O2)C(=O)C(=O)N2CCCCC2C(=O)OC(C(C)CC2CCC(OP(C)(C)=O)C(OC)C2)CC(=O)C(C)C=C(C)C(O)C(OC)C(=O)C(C)CC(C)C=CC=CC=C1C. Synergy scores: synergy=19.5. Cell line: A375. (6) Drug 1: CC(=O)OC1C(=O)C2(C)C(O)CC3OCC3(OC(C)=O)C2C(OC(=O)c2ccccc2)C2(O)CC(OC(=O)C(O)C(NC(=O)c3ccccc3)c3ccccc3)C(C)=C1C2(C)C. Drug 2: CC1(c2nc3c(C(N)=O)cccc3[nH]2)CCCN1. Cell line: ZR751. Synergy scores: synergy=8.83. (7) Drug 1: COC12C(COC(N)=O)C3=C(C(=O)C(C)=C(N)C3=O)N1CC1NC12. Drug 2: O=C(O)C1(Cc2cccc(Nc3nccs3)n2)CCC(Oc2cccc(Cl)c2F)CC1. Cell line: VCAP. Synergy scores: synergy=3.53. (8) Drug 1: CC1CC2C3CCC4=CC(=O)C=CC4(C)C3(F)C(O)CC2(C)C1(O)C(=O)CO. Drug 2: CC(C)CC(NC(=O)C(Cc1ccccc1)NC(=O)c1cnccn1)B(O)O. Cell line: SKOV3. Synergy scores: synergy=3.52. (9) Drug 1: CN1C(=O)C=CC2(C)C3CCC4(C)C(NC(=O)OCC(F)(F)F)CCC4C3CCC12. Drug 2: O=P1(N(CCCl)CCCl)NCCCO1. Cell line: COLO320DM. Synergy scores: synergy=7.11. (10) Drug 1: O=S1(=O)NC2(CN1CC(F)(F)F)C1CCC2Cc2cc(C=CCN3CCC(C(F)(F)F)CC3)ccc2C1. Drug 2: CC1(c2nc3c(C(N)=O)cccc3[nH]2)CCCN1. Cell line: ES2. Synergy scores: synergy=-11.8.